This data is from Catalyst prediction with 721,799 reactions and 888 catalyst types from USPTO. The task is: Predict which catalyst facilitates the given reaction. (1) Reactant: [CH3:1][C:2]1[CH:7]=[CH:6][C:5]([S:8](Cl)(=[O:10])=[O:9])=[CH:4][CH:3]=1.[CH:12]1([O:17][C:18]2[C:19]([O:30][CH3:31])=[CH:20][CH:21]=[C:22]3[C:27]=2[O:26][C:25](=[O:28])[CH:24]=[C:23]3[OH:29])[CH2:16][CH2:15][CH2:14][CH2:13]1.N1C=CC=CC=1. Product: [CH3:1][C:2]1[CH:7]=[CH:6][C:5]([S:8]([O:29][C:23]2[C:22]3[C:27](=[C:18]([O:17][CH:12]4[CH2:13][CH2:14][CH2:15][CH2:16]4)[C:19]([O:30][CH3:31])=[CH:20][CH:21]=3)[O:26][C:25](=[O:28])[CH:24]=2)(=[O:10])=[O:9])=[CH:4][CH:3]=1. The catalyst class is: 4. (2) Reactant: [C@@H:1]1([N:9]2[CH:17]=[N:16][C:15]3[C:10]2=[N:11][C:12]([O:19][CH2:20][CH:21]2[C:23]4([CH2:25][CH2:24]4)[CH2:22]2)=[N:13][C:14]=3[NH2:18])[O:7][C@H:6]([CH3:8])[C@@H:4](O)[C@H:2]1[OH:3].C(OC(C([Cl:35])=O)(C)C)(=O)C. Product: [Cl:35][C@H:4]1[C@@H:6]([CH3:8])[O:7][C@@H:1]([N:9]2[CH:17]=[N:16][C:15]3[C:10]2=[N:11][C:12]([O:19][CH2:20][CH:21]2[C:23]4([CH2:25][CH2:24]4)[CH2:22]2)=[N:13][C:14]=3[NH2:18])[C@@H:2]1[OH:3]. The catalyst class is: 47. (3) The catalyst class is: 68. Product: [C:11]([C:8]1[CH:7]=[C:6]([NH:5][C:3](=[O:4])[C:2]([NH:19][CH3:18])([CH3:16])[CH3:15])[O:10][N:9]=1)([CH3:14])([CH3:13])[CH3:12]. Reactant: Br[C:2]([CH3:16])([CH3:15])[C:3]([NH:5][C:6]1[O:10][N:9]=[C:8]([C:11]([CH3:14])([CH3:13])[CH3:12])[CH:7]=1)=[O:4].Cl.[CH3:18][NH2:19]. (4) Reactant: [CH2:1]([O:8][C:9]([C:11]1[NH:12][CH:13]=[CH:14][CH:15]=1)=[O:10])[C:2]1[CH:7]=[CH:6][CH:5]=[CH:4][CH:3]=1.CN([CH:19]=[O:20])C.P(Cl)(Cl)(Cl)=O.O. Product: [CH2:1]([O:8][C:9]([C:11]1[NH:12][C:13]([CH:19]=[O:20])=[CH:14][CH:15]=1)=[O:10])[C:2]1[CH:3]=[CH:4][CH:5]=[CH:6][CH:7]=1. The catalyst class is: 26. (5) Product: [CH2:48]([O:23][CH2:22][CH:20]([CH2:19][O:18][C:1](=[O:17])[CH2:2][CH2:3][CH2:4][CH2:5][CH2:6][CH2:7][CH2:8][CH2:9][CH2:10][CH2:11][CH2:12][CH2:13][CH2:14][CH2:15][CH3:16])[OH:21])[CH2:49][CH2:50][CH2:51][CH2:52][CH2:53][CH2:54][CH2:55]/[CH:56]=[CH:57]\[CH2:58][CH2:59][CH2:60][CH2:61][CH2:62][CH2:63][CH2:64][CH3:65]. Reactant: [C:1]([O:18][CH2:19][CH:20]([CH2:22][OH:23])[OH:21])(=[O:17])[CH2:2][CH2:3][CH2:4][CH2:5][CH2:6][CH2:7][CH2:8][CH2:9][CH2:10][CH2:11][CH2:12][CH2:13][CH2:14][CH2:15][CH3:16].C1(N=C=NC2CCCCC2)CCCCC1.CN(C1C=CC=CN=1)C.[C:48](O)(=O)[CH2:49][CH2:50][CH2:51][CH2:52][CH2:53][CH2:54][CH2:55]/[CH:56]=[CH:57]\[CH2:58][CH2:59][CH2:60][CH2:61][CH2:62][CH2:63][CH2:64][CH3:65]. The catalyst class is: 4. (6) Reactant: C([N:4]([C@@H:12]1[CH2:21][CH2:20][CH2:19][C:18]2[N:17]=[CH:16][CH:15]=[N:14][C:13]1=2)[C:5](=[O:11])[O:6][C:7]([CH3:10])([CH3:9])[CH3:8])(=O)C.O.NN. Product: [N:17]1[C:18]2[CH2:19][CH2:20][CH2:21][C@@H:12]([NH:4][C:5](=[O:11])[O:6][C:7]([CH3:9])([CH3:8])[CH3:10])[C:13]=2[N:14]=[CH:15][CH:16]=1. The catalyst class is: 191. (7) Reactant: [N:1]1[CH:6]=[CH:5][CH:4]=[C:3]([C:7]2[CH:8]=[C:9]([C:17]3[CH:22]=[CH:21][CH:20]=[CH:19][N:18]=3)[C:10]3[S:14][C:13]([NH2:15])=[N:12][C:11]=3[CH:16]=2)[CH:2]=1.C(N(CC)CC)C.Cl[C:31]([O:33][CH2:34][CH3:35])=[O:32]. Product: [CH2:34]([O:33][C:31](=[O:32])[NH:15][C:13]1[S:14][C:10]2[C:9]([C:17]3[CH:22]=[CH:21][CH:20]=[CH:19][N:18]=3)=[CH:8][C:7]([C:3]3[CH:2]=[N:1][CH:6]=[CH:5][CH:4]=3)=[CH:16][C:11]=2[N:12]=1)[CH3:35]. The catalyst class is: 11.